This data is from Forward reaction prediction with 1.9M reactions from USPTO patents (1976-2016). The task is: Predict the product of the given reaction. (1) Given the reactants Cl[C:2]1[C:11]2[O:10][CH2:9][C:8](=[O:12])[NH:7][C:6]=2[CH:5]=[C:4]([C:13]2[N:14]=[C:15]([C:18]3[CH:19]=[N:20][CH:21]=[CH:22][CH:23]=3)[S:16][CH:17]=2)[CH:3]=1.C[C:25]([N:27](C)C)=O, predict the reaction product. The product is: [O:12]=[C:8]1[NH:7][C:6]2[CH:5]=[C:4]([C:13]3[N:14]=[C:15]([C:18]4[CH:19]=[N:20][CH:21]=[CH:22][CH:23]=4)[S:16][CH:17]=3)[CH:3]=[C:2]([C:25]#[N:27])[C:11]=2[O:10][CH2:9]1. (2) Given the reactants Cl[C:2]1[N:7]=[C:6]([NH:8][C:9]2[CH:18]=[CH:17][CH:16]=[CH:15][C:10]=2[C:11]([NH:13][CH3:14])=[O:12])[C:5]([Cl:19])=[CH:4][N:3]=1.[CH2:20]([N:22]1[CH2:28][CH2:27][C:26]2[CH:29]=[C:30]([NH2:33])[CH:31]=[CH:32][C:25]=2[CH2:24][CH2:23]1)[CH3:21].Cl.O1CCOCC1.C(=O)([O-])[O-].[K+].[K+], predict the reaction product. The product is: [Cl:19][C:5]1[C:6]([NH:8][C:9]2[CH:18]=[CH:17][CH:16]=[CH:15][C:10]=2[C:11]([NH:13][CH3:14])=[O:12])=[N:7][C:2]([NH:33][C:30]2[CH:31]=[CH:32][C:25]3[CH2:24][CH2:23][N:22]([CH2:20][CH3:21])[CH2:28][CH2:27][C:26]=3[CH:29]=2)=[N:3][CH:4]=1. (3) Given the reactants [CH3:1][C:2]1[CH:7]=[C:6]([N:8]2[CH2:12][CH2:11][CH:10]([CH2:13][N:14]3[CH2:18][CH2:17][CH2:16][CH:15]3[CH3:19])[CH2:9]2)[CH:5]=[CH:4][C:3]=1[NH2:20].[NH:21]1[C:29]2[C:24](=[CH:25][CH:26]=[C:27]([C:30](O)=[O:31])[CH:28]=2)[CH:23]=[CH:22]1, predict the reaction product. The product is: [CH3:1][C:2]1[CH:7]=[C:6]([N:8]2[CH2:12][CH2:11][CH:10]([CH2:13][N:14]3[CH2:18][CH2:17][CH2:16][CH:15]3[CH3:19])[CH2:9]2)[CH:5]=[CH:4][C:3]=1[NH:20][C:30]([C:27]1[CH:28]=[C:29]2[C:24]([CH:23]=[CH:22][NH:21]2)=[CH:25][CH:26]=1)=[O:31]. (4) The product is: [CH3:7][C:8]1[C:12]([C:13]([N:25]2[C:21]3([C:26]4[CH:33]=[CH:32][C:29]([C:30]#[N:31])=[CH:28][CH:27]=4)[CH2:20][N:19]4[CH:34]=[CH:35][CH:36]=[C:18]4[C:17](=[O:16])[N:22]3[CH2:23][CH2:24]2)=[O:15])=[CH:11][O:10][N:9]=1. Given the reactants C(Cl)(=O)C(Cl)=O.[CH3:7][C:8]1[C:12]([C:13]([OH:15])=O)=[CH:11][O:10][N:9]=1.[O:16]=[C:17]1[N:22]2[CH2:23][CH2:24][NH:25][C:21]2([C:26]2[CH:33]=[CH:32][C:29]([C:30]#[N:31])=[CH:28][CH:27]=2)[CH2:20][N:19]2[CH:34]=[CH:35][CH:36]=[C:18]12.C([O-])(O)=O.[Na+], predict the reaction product. (5) Given the reactants Cl[C:2]1[CH:3]=[CH:4][C:5]2[N:6]([C:8]([C:11]3[CH:16]=[CH:15][CH:14]=[C:13]([Cl:17])[CH:12]=3)=[CH:9][N:10]=2)[N:7]=1.[NH2:18][CH:19]1[CH2:24][CH2:23][C:22](=[O:25])[CH2:21][CH2:20]1.C([O-])(O)=O.[Na+], predict the reaction product. The product is: [Cl:17][C:13]1[CH:12]=[C:11]([C:8]2[N:6]3[N:7]=[C:2]([NH:18][CH:19]4[CH2:24][CH2:23][C:22](=[O:25])[CH2:21][CH2:20]4)[CH:3]=[CH:4][C:5]3=[N:10][CH:9]=2)[CH:16]=[CH:15][CH:14]=1. (6) Given the reactants [Cl:1][C:2]1[CH:7]=[CH:6][CH:5]=[C:4]([CH3:8])[C:3]=1[NH:9][C:10]1[CH:15]=[CH:14][C:13]([CH3:16])=[CH:12][CH:11]=1.[Cl:17][CH2:18][C:19](Cl)=[O:20], predict the reaction product. The product is: [Cl:1][C:2]1[CH:7]=[CH:6][CH:5]=[C:4]([CH3:8])[C:3]=1[N:9]([C:19](=[O:20])[CH2:18][Cl:17])[C:10]1[CH:15]=[CH:14][C:13]([CH3:16])=[CH:12][CH:11]=1. (7) Given the reactants C(OC([NH:8][C@@H:9]([C:12]1[CH:13]=[C:14]([C:18]2[CH:23]=[CH:22][CH:21]=[C:20]([CH2:24][O:25][C:26]3[CH:31]=[CH:30][CH:29]=[CH:28][C:27]=3[CH2:32][C:33]([OH:35])=[O:34])[CH:19]=2)[CH:15]=[CH:16][CH:17]=1)[CH2:10][OH:11])=O)(C)(C)C.C(Cl)[Cl:37].Cl, predict the reaction product. The product is: [NH2:8][C@@H:9]([C:12]1[CH:13]=[C:14]([C:18]2[CH:23]=[CH:22][CH:21]=[C:20]([CH2:24][O:25][C:26]3[CH:31]=[CH:30][CH:29]=[CH:28][C:27]=3[CH2:32][C:33]([OH:35])=[O:34])[CH:19]=2)[CH:15]=[CH:16][CH:17]=1)[CH2:10][OH:11].[ClH:37]. (8) Given the reactants [ClH:1].[NH2:2][C:3]1[N:8]=[CH:7][C:6](/[CH:9]=[CH:10]/[C:11]([OH:13])=O)=[CH:5][C:4]=1[CH2:14][N:15]1[CH2:20][CH2:19][N:18]([CH3:21])[CH2:17][CH2:16]1.Cl.[CH3:23][N:24]1[CH2:30][C:29]2[CH:31]=[C:32](/[CH:35]=[CH:36]/[C:37](O)=O)C=N[C:28]=2[NH:27][C:26](=O)[CH2:25]1.CNCC1N(C)C2C(C=1)=CC=CC=2.CNCC1C=CC2C(=CC=CC=2)C=1CCC, predict the reaction product. The product is: [ClH:1].[NH2:2][C:3]1[N:8]=[CH:7][C:6](/[CH:9]=[CH:10]/[C:11]([N:27]([CH3:28])[CH2:26][C:25]2[N:24]([CH3:23])[C:30]3[C:36]([CH:37]=2)=[CH:35][CH:32]=[CH:31][CH:29]=3)=[O:13])=[CH:5][C:4]=1[CH2:14][N:15]1[CH2:20][CH2:19][N:18]([CH3:21])[CH2:17][CH2:16]1. (9) Given the reactants [OH:1][C:2]1[CH:11]=[C:10]2[C:5]([CH2:6][CH2:7][C:8](=[O:12])[NH:9]2)=[CH:4][CH:3]=1.[C:13](=O)([O-])[O-].[K+].[K+].IC, predict the reaction product. The product is: [CH3:13][O:1][C:2]1[CH:11]=[C:10]2[C:5]([CH2:6][CH2:7][C:8](=[O:12])[NH:9]2)=[CH:4][CH:3]=1.